This data is from Reaction yield outcomes from USPTO patents with 853,638 reactions. The task is: Predict the reaction yield, written as a fraction of the theoretical maximum amount of product (1.0 means a 100% yield; for example, 0.34 means a 34% yield). (1) The reactants are [NH:1]1[C:9]2[C:4](=[CH:5][CH:6]=[CH:7][CH:8]=2)[C:3]([CH2:10][CH2:11][OH:12])=[CH:2]1.CN1CCOCC1.Cl[C:21]([O:23][C:24]1[CH:29]=[CH:28][C:27]([N+:30]([O-:32])=[O:31])=[CH:26][CH:25]=1)=[O:22]. The catalyst is O. The product is [N+:30]([C:27]1[CH:26]=[CH:25][C:24]([O:23][C:21](=[O:22])[O:12][CH2:11][CH2:10][C:3]2[C:4]3[C:9](=[CH:8][CH:7]=[CH:6][CH:5]=3)[NH:1][CH:2]=2)=[CH:29][CH:28]=1)([O-:32])=[O:31]. The yield is 0.320. (2) The reactants are [Cl:1][C:2]1[CH:3]=[C:4]([Mg]Br)[CH:5]=[CH:6][CH:7]=1.Br[C:11]1[CH:16]=[CH:15][CH:14]=[CH:13][N:12]=1.[Cl-].[NH4+]. The catalyst is Cl[Ni]1(Cl)[P](C2C=CC=CC=2)(C2C=CC=CC=2)CCC[P]1(C1C=CC=CC=1)C1C=CC=CC=1.C(OCC)C. The product is [Cl:1][C:2]1[CH:3]=[C:4]([C:11]2[CH:16]=[CH:15][CH:14]=[CH:13][N:12]=2)[CH:5]=[CH:6][CH:7]=1. The yield is 0.853. (3) The reactants are [CH:1]12[CH2:9][CH2:8][CH:5]([CH:6]=[CH:7]1)[C:4](=[O:10])[CH2:3][C:2]2=[O:11].C1(C)C=CC=CC=1.C([O-])(=O)C.C([O-])(=O)C.C([O-])(=O)C.[Br:31][C:32]1[CH:33]=[CH:34][C:35]([CH2:39][CH3:40])=[C:36]([Pb+3])[CH:37]=1.Cl. The catalyst is C(Cl)(Cl)Cl.CN(C)C1C=CN=CC=1. The product is [Br:31][C:32]1[CH:37]=[CH:36][C:35]([CH2:39][CH3:40])=[C:34]([CH:3]2[C:2](=[O:11])[CH:1]3[CH2:9][CH2:8][CH:5]([CH:6]=[CH:7]3)[C:4]2=[O:10])[CH:33]=1. The yield is 0.220. (4) The reactants are [Cl:1][C:2]([Cl:7])([Cl:6])[C:3](Cl)=[O:4].[CH2:8]1[C:16]2[C:11](=[CH:12][CH:13]=[CH:14][CH:15]=2)[CH2:10][NH:9]1.CCN(CC)CC. The catalyst is C(Cl)Cl. The product is [Cl:1][C:2]([Cl:7])([Cl:6])[C:3]([N:9]1[CH2:10][C:11]2[C:16](=[CH:15][CH:14]=[CH:13][CH:12]=2)[CH2:8]1)=[O:4]. The yield is 0.910. (5) The reactants are [CH2:1]([C:4]1[CH:10]=[CH:9][C:7]([NH2:8])=[CH:6][C:5]=1[N+:11]([O-:13])=[O:12])[CH2:2][CH3:3].[CH3:14][C:15]([O:18][C:19](O[C:19]([O:18][C:15]([CH3:17])([CH3:16])[CH3:14])=[O:20])=[O:20])([CH3:17])[CH3:16]. The catalyst is N1C=CC=CC=1.C(Cl)Cl. The product is [C:15]([O:18][C:19](=[O:20])[NH:8][C:7]1[CH:9]=[CH:10][C:4]([CH2:1][CH2:2][CH3:3])=[C:5]([N+:11]([O-:13])=[O:12])[CH:6]=1)([CH3:17])([CH3:16])[CH3:14]. The yield is 0.870. (6) The reactants are [NH2:1][C:2]1[C:7]([C:8]([C:10]2[CH:11]=[N:12][C:13](F)=[CH:14][CH:15]=2)=[O:9])=[CH:6][C:5](Br)=[CH:4][N:3]=1.[Cl-].[NH4+].C([N:22](CC)CC)C.[CH3:27][O:28][C:29]1[CH:30]=[C:31](B(O)O)[CH:32]=[CH:33][C:34]=1[O:35][CH3:36].C(=O)([O-])[O-].[Na+].[Na+]. The catalyst is C(O)C.O.Cl[Pd-2](Cl)(P(C1C=CC=CC=1)(C1C=CC=CC=1)C1C=CC=CC=1)P(C1C=CC=CC=1)(C1C=CC=CC=1)C1C=CC=CC=1.C(#N)C. The product is [NH2:1][C:2]1[C:7]([C:8]([C:10]2[CH:11]=[N:12][C:13]([NH2:22])=[CH:14][CH:15]=2)=[O:9])=[CH:6][C:5]([C:32]2[CH:31]=[CH:30][C:29]([O:28][CH3:27])=[C:34]([O:35][CH3:36])[CH:33]=2)=[CH:4][N:3]=1. The yield is 0.310. (7) The reactants are [C:1]([O:4][CH:5]1[CH2:10][CH2:9][N:8]([C:11]2[CH:16]=[CH:15][C:14]([Br:17])=[CH:13]N=2)[CH2:7][CH2:6]1)(=[O:3])[CH3:2].Br[C:19]1C=CC(N2CCC(O)CC2)=CC=1. No catalyst specified. The product is [C:1]([O:4][CH:5]1[CH2:10][CH2:9][N:8]([C:11]2[CH:19]=[CH:13][C:14]([Br:17])=[CH:15][CH:16]=2)[CH2:7][CH2:6]1)(=[O:3])[CH3:2]. The yield is 0.920. (8) The reactants are [CH3:1][C:2]1[O:6][N:5]=[C:4]([C:7]2[CH:12]=[CH:11][CH:10]=[CH:9][CH:8]=2)[C:3]=1[C:13]([NH:15][NH2:16])=[O:14].[F:17][C:18]1[CH:26]=[C:25]([F:27])[C:24]([F:28])=[CH:23][C:19]=1[C:20](O)=O. No catalyst specified. The yield is 0.460. The product is [CH3:1][C:2]1[O:6][N:5]=[C:4]([C:7]2[CH:12]=[CH:11][CH:10]=[CH:9][CH:8]=2)[C:3]=1[C:13]1[O:14][C:20]([C:19]2[CH:23]=[C:24]([F:28])[C:25]([F:27])=[CH:26][C:18]=2[F:17])=[N:16][N:15]=1.